This data is from Forward reaction prediction with 1.9M reactions from USPTO patents (1976-2016). The task is: Predict the product of the given reaction. Given the reactants [CH2:1]([O:3][C:4](=[O:38])[CH2:5][C:6]1[CH:11]=[CH:10][C:9]([OH:12])=[C:8]([O:13][C:14]2[CH:19]=[CH:18][C:17]([C:20]([F:23])([F:22])[F:21])=[CH:16][C:15]=2[CH2:24][N:25]2[C@H:29]([CH3:30])[C@H:28]([C:31]3[CH:36]=[CH:35][CH:34]=[CH:33][CH:32]=3)[O:27][C:26]2=[O:37])[CH:7]=1)[CH3:2].[CH2:39](Br)[C:40]1[CH:45]=[CH:44][CH:43]=[CH:42][CH:41]=1, predict the reaction product. The product is: [CH2:1]([O:3][C:4](=[O:38])[CH2:5][C:6]1[CH:11]=[CH:10][C:9]([O:12][CH2:39][C:40]2[CH:45]=[CH:44][CH:43]=[CH:42][CH:41]=2)=[C:8]([O:13][C:14]2[CH:19]=[CH:18][C:17]([C:20]([F:22])([F:23])[F:21])=[CH:16][C:15]=2[CH2:24][N:25]2[C@H:29]([CH3:30])[C@H:28]([C:31]3[CH:32]=[CH:33][CH:34]=[CH:35][CH:36]=3)[O:27][C:26]2=[O:37])[CH:7]=1)[CH3:2].